This data is from Forward reaction prediction with 1.9M reactions from USPTO patents (1976-2016). The task is: Predict the product of the given reaction. (1) Given the reactants [C:9](O[C:9]([O:11][C:12]([CH3:15])([CH3:14])[CH3:13])=[O:10])([O:11][C:12]([CH3:15])([CH3:14])[CH3:13])=[O:10].CCN(CC)CC.C1(C=CC(O)=CC=1)O.Cl.[C:32]([O:37][C:38](=[O:45])[C@@H:39]1[CH2:43][C@@H:42]([OH:44])[CH2:41][NH:40]1)(=[O:36])[C:33]([CH3:35])=[CH2:34].OS([O-])(=O)=O.[Na+], predict the reaction product. The product is: [C:12]([O:11][C:9]([N:40]1[CH2:41][C@H:42]([OH:44])[CH2:43][C@H:39]1[C:38]([O:37][C:32](=[O:36])[C:33]([CH3:35])=[CH2:34])=[O:45])=[O:10])([CH3:13])([CH3:14])[CH3:15]. (2) Given the reactants [CH2:1]([O:3][C:4]([C@@H:6]1[CH2:15][C@@H:14]2[C@@H:9]([CH2:10][CH2:11][C@H:12]([O:16][C:17]3[CH:22]=[C:21]([N:23]4[CH:27]=[CH:26][CH:25]=[N:24]4)[CH:20]=[CH:19][C:18]=3[C:28]#[N:29])[CH2:13]2)[CH2:8][N:7]1[C:30]([O:32][C:33]([CH3:36])([CH3:35])[CH3:34])=[O:31])=[O:5])[CH3:2].[N:37]([Sn](CCCC)(CCCC)CCCC)=[N+:38]=[N-:39].C1(C)C=CC=CC=1, predict the reaction product. The product is: [CH2:1]([O:3][C:4]([C@@H:6]1[CH2:15][C@@H:14]2[C@@H:9]([CH2:10][CH2:11][C@H:12]([O:16][C:17]3[CH:22]=[C:21]([N:23]4[CH:27]=[CH:26][CH:25]=[N:24]4)[CH:20]=[CH:19][C:18]=3[C:28]3[N:37]=[N:38][NH:39][N:29]=3)[CH2:13]2)[CH2:8][N:7]1[C:30]([O:32][C:33]([CH3:35])([CH3:34])[CH3:36])=[O:31])=[O:5])[CH3:2]. (3) Given the reactants [F:1][C:2]([F:10])([F:9])[CH2:3][CH2:4][CH2:5][C:6]([OH:8])=O.[CH2:11]([C@H:18]1[CH2:22][O:21][C:20](=[O:23])[NH:19]1)[C:12]1[CH:17]=[CH:16][CH:15]=[CH:14][CH:13]=1, predict the reaction product. The product is: [CH2:11]([C@H:18]1[CH2:22][O:21][C:20](=[O:23])[N:19]1[C:6](=[O:8])[CH2:5][CH2:4][CH2:3][C:2]([F:1])([F:10])[F:9])[C:12]1[CH:13]=[CH:14][CH:15]=[CH:16][CH:17]=1. (4) The product is: [Br:1][C:2]1[C:7]2[O:8][CH2:9][CH2:10][N:11]([C:19]([CH:16]3[CH2:18][CH2:17]3)=[O:20])[C:6]=2[CH:5]=[C:4]([C:12]([F:15])([F:14])[F:13])[CH:3]=1. Given the reactants [Br:1][C:2]1[C:7]2[O:8][CH2:9][CH2:10][NH:11][C:6]=2[CH:5]=[C:4]([C:12]([F:15])([F:14])[F:13])[CH:3]=1.[CH:16]1([C:19](Cl)=[O:20])[CH2:18][CH2:17]1.C(N(CC)CC)C.O, predict the reaction product. (5) Given the reactants C(=O)([O-])[O-].[K+].[K+].C([O:10][C@H:11]1[CH2:28][CH2:27][C@@:26]2([CH3:29])[C@@H:13]([C:14](=[O:34])[CH2:15][C@@H:16]3[C@@H:25]2[CH2:24][CH2:23][C@@:21]2([CH3:22])[C@H:17]3[CH2:18][CH2:19][C@@H:20]2[O:30][C:31](=[O:33])[CH3:32])[CH2:12]1)(=O)C.C(O)(=O)C, predict the reaction product. The product is: [C:31]([O:30][C@H:20]1[CH2:19][CH2:18][C@H:17]2[C@H:16]3[C@H:25]([CH2:24][CH2:23][C@:21]12[CH3:22])[C@:26]1([CH3:29])[C@H:13]([CH2:12][C@@H:11]([OH:10])[CH2:28][CH2:27]1)[C:14](=[O:34])[CH2:15]3)(=[O:33])[CH3:32]. (6) Given the reactants [C:1]([C:3]1[CH:4]=[N:5][N:6]2[C:11]([CH:12]([F:14])[F:13])=[CH:10][C:9]([C:15]3[CH:20]=[CH:19][CH:18]=[C:17]([C:21]([F:24])([F:23])[F:22])[CH:16]=3)=[N:8][C:7]=12)#[CH:2].[CH3:25][N:26]([CH3:39])[CH2:27][CH2:28][NH:29][S:30]([C:33]1[S:34][C:35](Br)=[CH:36][CH:37]=1)(=[O:32])=[O:31], predict the reaction product. The product is: [CH3:25][N:26]([CH3:39])[CH2:27][CH2:28][NH:29][S:30]([C:33]1[S:34][C:35]([C:2]#[C:1][C:3]2[CH:4]=[N:5][N:6]3[C:11]([CH:12]([F:14])[F:13])=[CH:10][C:9]([C:15]4[CH:20]=[CH:19][CH:18]=[C:17]([C:21]([F:23])([F:24])[F:22])[CH:16]=4)=[N:8][C:7]=23)=[CH:36][CH:37]=1)(=[O:32])=[O:31]. (7) Given the reactants [F:1][C:2]1[CH:3]=[C:4]([O:13][CH3:14])[CH:5]=[C:6]2[C:11]=1[NH:10][CH:9]=[CH:8][C:7]2=[O:12].[Cl:15]N1C(=O)CCC1=O, predict the reaction product. The product is: [Cl:15][C:8]1[C:7](=[O:12])[C:6]2[C:11](=[C:2]([F:1])[CH:3]=[C:4]([O:13][CH3:14])[CH:5]=2)[NH:10][CH:9]=1.